Dataset: Forward reaction prediction with 1.9M reactions from USPTO patents (1976-2016). Task: Predict the product of the given reaction. (1) The product is: [C:30]([C:26]1[CH:25]=[C:24]([N:7]2[CH2:8][CH:9]([S:11]([C:14]3[CH:19]=[CH:18][CH:17]=[CH:16][C:15]=3[C:20]([F:21])([F:22])[F:23])(=[O:12])=[O:13])[CH2:10][CH:6]2[C:4]([OH:5])=[O:3])[CH:29]=[CH:28][CH:27]=1)#[N:31]. Given the reactants C([O:3][C:4]([CH:6]1[CH2:10][CH:9]([S:11]([C:14]2[CH:19]=[CH:18][CH:17]=[CH:16][C:15]=2[C:20]([F:23])([F:22])[F:21])(=[O:13])=[O:12])[CH2:8][N:7]1[C:24]1[CH:29]=[CH:28][CH:27]=[C:26]([C:30]#[N:31])[CH:25]=1)=[O:5])C.[OH-].[Li+], predict the reaction product. (2) Given the reactants [OH:1][CH:2]([CH:7]([N:16]1[C:24]2[C:19](=[CH:20][CH:21]=[CH:22][CH:23]=2)[CH:18]=[CH:17]1)[C:8]1[CH:13]=[CH:12][C:11]([O:14][CH3:15])=[CH:10][CH:9]=1)[C:3]([NH:5][CH3:6])=O.B.O1CCCC1.N1(C(C2C=CC(OC)=CC=2)C(O)CNC)C2C(=CC=CC=2)C=C1.[ClH:54], predict the reaction product. The product is: [ClH:54].[N:16]1([CH:7]([C:8]2[CH:9]=[CH:10][C:11]([O:14][CH3:15])=[CH:12][CH:13]=2)[CH:2]([OH:1])[CH2:3][NH:5][CH3:6])[C:24]2[C:19](=[CH:20][CH:21]=[CH:22][CH:23]=2)[CH:18]=[CH:17]1. (3) Given the reactants [NH2:1][C:2]1[C:7]([NH:8][C:9]([O:11][CH2:12][CH3:13])=[O:10])=[CH:6][CH:5]=[C:4]([NH:14][CH2:15][C:16]2[CH:21]=[CH:20][C:19]([F:22])=[CH:18][CH:17]=2)[N:3]=1.[CH3:23][S:24]([OH:27])(=[O:26])=[O:25], predict the reaction product. The product is: [CH3:13][CH2:12][O:11][C:9]([NH:8][C:7]1[CH:6]=[CH:5][C:4]([NH:14][CH2:15][C:16]2[CH:21]=[CH:20][C:19]([F:22])=[CH:18][CH:17]=2)=[N:3][C:2]=1[NH2:1])=[O:10].[S:24]([O-:27])(=[O:26])(=[O:25])[CH3:23]. (4) Given the reactants Br[C:2]1[CH:7]=[CH:6][C:5](F)=[CH:4][N:3]=1.N[C:10]1[N:14]([CH3:15])[C:13]2[CH:16]=[CH:17][CH:18]=[CH:19][C:12]=2[N:11]=1.C[C:21]1(C)[C:47]2[C:42](=C(P(C3C=CC=CC=3)C3C=CC=CC=3)C=CC=2)[O:41][C:23]2[C:24](P(C3C=CC=CC=3)C3C=CC=CC=3)=C[CH:26]=[CH:27][C:22]1=2.C([O-])([O-])=[O:63].[Cs+].[Cs+].[OH2:68], predict the reaction product. The product is: [O:68]1[C:19]2[CH:18]=[CH:17][CH:16]=[CH:13][C:12]=2[N:11]=[C:10]1[N:14]([C:2]1[CH:7]=[CH:6][CH:5]=[CH:4][N:3]=1)[CH2:15][CH2:26][CH2:27][CH2:22][CH2:21][CH2:47][C:42]([O:41][CH2:23][CH3:24])=[O:63]. (5) Given the reactants [CH2:1]([O:8][CH2:9][C@@H:10]1[O:28][CH2:27][C:13]2([C:29]3[CH:34]=[C:33](Br)[C:32]([F:36])=[CH:31][C:30]=3[F:37])[N:14]=[C:15]([NH:18][C:19](=[O:26])[C:20]3[CH:25]=[CH:24][CH:23]=[CH:22][CH:21]=3)[S:16][CH2:17][CH:12]2[CH2:11]1)[C:2]1[CH:7]=[CH:6][CH:5]=[CH:4][CH:3]=1.[CH3:38][N:39](C)C=O, predict the reaction product. The product is: [CH2:1]([O:8][CH2:9][C@@H:10]1[O:28][CH2:27][C:13]2([C:29]3[CH:34]=[C:33]([C:38]#[N:39])[C:32]([F:36])=[CH:31][C:30]=3[F:37])[N:14]=[C:15]([NH:18][C:19](=[O:26])[C:20]3[CH:25]=[CH:24][CH:23]=[CH:22][CH:21]=3)[S:16][CH2:17][CH:12]2[CH2:11]1)[C:2]1[CH:7]=[CH:6][CH:5]=[CH:4][CH:3]=1. (6) Given the reactants [CH:1]1([O:6][C:7]([C:9]2[CH:18]([C:19]3[CH:24]=[CH:23][CH:22]=[C:21]([OH:25])[CH:20]=3)C3C(=O)CC(C4C=CC(C)=CC=4)CC=3[NH:11][C:10]=2[CH3:34])=[O:8])[CH2:5][CH2:4][CH2:3][CH2:2]1.[C:35]1([N:41]2[CH2:46][C:45](=O)[CH2:44][C:43](=[O:48])[CH2:42]2)[CH:40]=[CH:39][CH:38]=[CH:37][CH:36]=1, predict the reaction product. The product is: [CH:1]1([O:6][C:7]([C:9]2[CH:18]([C:19]3[CH:24]=[CH:23][CH:22]=[C:21]([OH:25])[CH:20]=3)[C:44]3[C:43](=[O:48])[CH2:42][N:41]([C:35]4[CH:36]=[CH:37][CH:38]=[CH:39][CH:40]=4)[CH2:46][C:45]=3[NH:11][C:10]=2[CH3:34])=[O:8])[CH2:2][CH2:3][CH2:4][CH2:5]1.